From a dataset of Reaction yield outcomes from USPTO patents with 853,638 reactions. Predict the reaction yield, written as a fraction of the theoretical maximum amount of product (1.0 means a 100% yield; for example, 0.34 means a 34% yield). (1) The yield is 0.730. The catalyst is C(O)C.[Pd]. The product is [NH2:14][C:7]1[C:8]2[C:13](=[CH:12][CH:11]=[CH:10][CH:9]=2)[C:4]([CH:1]2[CH2:3][CH2:2]2)=[CH:5][CH:6]=1. The reactants are [CH:1]1([C:4]2[C:13]3[C:8](=[CH:9][CH:10]=[CH:11][CH:12]=3)[C:7]([N+:14]([O-])=O)=[CH:6][CH:5]=2)[CH2:3][CH2:2]1. (2) The reactants are [O:1]1[CH2:6][CH2:5][N:4]([NH:7][C:8]2[O:9][CH2:10][C:11](=[O:19])[C:12]=2[C:13]([O:15][CH:16]([CH3:18])[CH3:17])=[O:14])[CH2:3][CH2:2]1.[NH:20]1[C:28]2[C:23](=[CH:24][CH:25]=[CH:26][N:27]=2)[C:22]([CH:29]=O)=[CH:21]1.N1CCC[C@H]1C(O)=O. The catalyst is C(O)C. The product is [NH:20]1[C:28]2=[N:27][CH:26]=[CH:25][CH:24]=[C:23]2[C:22]([CH:29]=[C:10]2[O:9][C:8]([NH:7][N:4]3[CH2:5][CH2:6][O:1][CH2:2][CH2:3]3)=[C:12]([C:13]([O:15][CH:16]([CH3:17])[CH3:18])=[O:14])[C:11]2=[O:19])=[CH:21]1. The yield is 0.620. (3) The reactants are [Cl:1][C:2]1[C:3]([F:23])=[C:4]([CH:20]=[CH:21][CH:22]=1)[O:5][C:6]1[CH2:10][N:9]([C@@H:11]([CH2:15][CH:16]([CH3:18])[CH3:17])[C:12]([OH:14])=O)[C:8](=[O:19])[CH:7]=1.CN(C)CCCN=C=NCC.ON1C2C=CC=CC=2N=N1.[CH3:45][C:46]1([CH3:58])[O:50][C@H:49]([CH2:51][N:52]2[CH:56]=[CH:55][C:54]([NH2:57])=[N:53]2)[CH2:48][O:47]1. The catalyst is ClCCl. The product is [CH3:45][C:46]1([CH3:58])[O:50][C@H:49]([CH2:51][N:52]2[CH:56]=[CH:55][C:54]([NH:57][C:12](=[O:14])[C@@H:11]([N:9]3[CH2:10][C:6]([O:5][C:4]4[CH:20]=[CH:21][CH:22]=[C:2]([Cl:1])[C:3]=4[F:23])=[CH:7][C:8]3=[O:19])[CH2:15][CH:16]([CH3:18])[CH3:17])=[N:53]2)[CH2:48][O:47]1. The yield is 0.490. (4) The reactants are [N+:1]([C:4]1[CH:9]=[CH:8][CH:7]=[CH:6][C:5]=1[S:10](Cl)(=[O:12])=[O:11])([O-:3])=[O:2].Cl.[CH2:15]([O:22][NH2:23])[C:16]1[CH:21]=[CH:20][CH:19]=[CH:18][CH:17]=1. The catalyst is N1C=CC=CC=1. The product is [CH2:15]([O:22][NH:23][S:10]([C:5]1[CH:6]=[CH:7][CH:8]=[CH:9][C:4]=1[N+:1]([O-:3])=[O:2])(=[O:12])=[O:11])[C:16]1[CH:21]=[CH:20][CH:19]=[CH:18][CH:17]=1. The yield is 0.626. (5) The reactants are [NH2:1][CH2:2][CH2:3][CH2:4][N:5]([CH3:10])[CH2:6][CH2:7][CH2:8][NH2:9].CO[C:13]1[C:21](=[O:22])[C:17]2[N:18]=[CH:19][S:20][C:16]=2[C:15](=[O:23])[CH:14]=1. The catalyst is C(O)C. The product is [CH3:10][N:5]([CH2:6][CH2:7][CH2:8][NH:9][C:13]1[C:21](=[O:22])[C:17]2[N:18]=[CH:19][S:20][C:16]=2[C:15](=[O:23])[CH:14]=1)[CH2:4][CH2:3][CH2:2][NH:1][C:13]1[C:21](=[O:22])[C:17]2[N:18]=[CH:19][S:20][C:16]=2[C:15](=[O:23])[CH:14]=1. The yield is 0.260. (6) The reactants are [Br:1][CH:2]1[CH2:6][CH:5]([O:7][CH3:8])[CH2:4][CH:3]1[OH:9].CC(OI1(OC(C)=O)(OC(C)=O)OC(=O)C2C=CC=CC1=2)=O. The catalyst is ClCCl.O. The product is [Br:1][CH:2]1[CH2:6][CH:5]([O:7][CH3:8])[CH2:4][C:3]1=[O:9]. The yield is 0.810. (7) The yield is 0.140. The product is [OH:20][C:21]1[CH:26]=[C:25]([C:2]2[N:7]([CH3:8])[C:6](=[O:9])[C:5]([O:10][CH2:11][C:12]3[CH:17]=[CH:16][C:15]([O:18][CH3:19])=[CH:14][CH:13]=3)=[CH:4][N:3]=2)[CH:24]=[CH:23][CH:22]=1. The reactants are Cl[C:2]1[N:7]([CH3:8])[C:6](=[O:9])[C:5]([O:10][CH2:11][C:12]2[CH:17]=[CH:16][C:15]([O:18][CH3:19])=[CH:14][CH:13]=2)=[CH:4][N:3]=1.[OH:20][C:21]1[CH:22]=[C:23](B(O)O)[CH:24]=[CH:25][CH:26]=1.C([O-])([O-])=O.[Cs+].[Cs+]. The catalyst is O.ClCCl.[Pd](Cl)Cl.C1(P(C2C=CC=CC=2)[C-]2C=CC=C2)C=CC=CC=1.[C-]1(P(C2C=CC=CC=2)C2C=CC=CC=2)C=CC=C1.[Fe+2]. (8) The reactants are C(NC(C)C)(C)C.C([Li])CCC.[CH3:13][O:14][C:15](=[O:27])[CH2:16][C:17]1[CH:22]=[CH:21][C:20]([Cl:23])=[C:19]([N+:24]([O-:26])=[O:25])[CH:18]=1.I[CH2:29][CH:30]1[CH2:34][CH2:33][CH2:32][CH2:31]1. The catalyst is O1CCCC1.CN1CCCN(C)C1=O. The product is [CH3:13][O:14][C:15](=[O:27])[CH:16]([C:17]1[CH:22]=[CH:21][C:20]([Cl:23])=[C:19]([N+:24]([O-:26])=[O:25])[CH:18]=1)[CH2:29][CH:30]1[CH2:34][CH2:33][CH2:32][CH2:31]1. The yield is 0.320.